From a dataset of Catalyst prediction with 721,799 reactions and 888 catalyst types from USPTO. Predict which catalyst facilitates the given reaction. Reactant: C(OC([N:8]1[CH2:13][CH2:12][C@H:11]([OH:14])[C@H:10]([CH2:15][O:16][C:17]2[N:18]=[N:19][C:20]([CH2:36][CH2:37][CH2:38][CH3:39])=[C:21]([C:23]3[CH:28]=[CH:27][C:26]([O:29][CH:30]4[CH2:35][CH2:34][CH2:33][CH2:32][CH2:31]4)=[CH:25][CH:24]=3)[CH:22]=2)[CH2:9]1)=O)(C)(C)C.Cl. Product: [CH2:36]([C:20]1[N:19]=[N:18][C:17]([O:16][CH2:15][C@H:10]2[C@@H:11]([OH:14])[CH2:12][CH2:13][NH:8][CH2:9]2)=[CH:22][C:21]=1[C:23]1[CH:28]=[CH:27][C:26]([O:29][CH:30]2[CH2:35][CH2:34][CH2:33][CH2:32][CH2:31]2)=[CH:25][CH:24]=1)[CH2:37][CH2:38][CH3:39]. The catalyst class is: 135.